Dataset: Forward reaction prediction with 1.9M reactions from USPTO patents (1976-2016). Task: Predict the product of the given reaction. (1) Given the reactants C(OC([N:8]1[CH2:13][CH2:12][CH:11]([OH:14])[CH2:10][CH2:9]1)=O)(C)(C)C.[Cl:15][C:16]1[CH:29]=[CH:28][C:19]([O:20][C:21]2[CH:26]=[CH:25][C:24](O)=[CH:23][CH:22]=2)=[CH:18][CH:17]=1.C1(P(C2C=CC=CC=2)C2C=CC=CC=2)C=CC=CC=1.CC(OC(/N=N/C(OC(C)C)=O)=O)C, predict the reaction product. The product is: [Cl:15][C:16]1[CH:29]=[CH:28][C:19]([O:20][C:21]2[CH:26]=[CH:25][C:24]([O:14][CH:11]3[CH2:10][CH2:9][NH:8][CH2:13][CH2:12]3)=[CH:23][CH:22]=2)=[CH:18][CH:17]=1. (2) Given the reactants F[C:2]1[CH:3]=[C:4]2[C:9](=[CH:10][CH:11]=1)[N:8]=[C:7](Cl)[C:6]1[C:13]3[CH:14]=[CH:15][C:16](OC)=[CH:17][C:18]=3[C:19](=[O:20])[C:5]2=1.ClC1C2C3C=CC(OC)=CC=3C(=O)C=2C2C(=CC=CC=2)N=1, predict the reaction product. The product is: [CH:3]1[CH:2]=[CH:11][CH:10]=[C:9]2[C:4]=1[C:5]1[C:19](=[O:20])[C:18]3[CH:17]=[CH:16][CH:15]=[CH:14][C:13]=3[C:6]=1[CH:7]=[N:8]2. (3) Given the reactants Cl[C:2]1[CH:7]=[C:6]([O:8][C:9]2[C:10]([CH:31]3[CH2:33][CH2:32]3)=[N:11][C:12]([N:17]3[CH2:22][CH2:21][N:20]([C:23](=[O:27])[CH2:24][CH2:25][OH:26])[C@H:19]([CH:28]4[CH2:30][CH2:29]4)[CH2:18]3)=[C:13]([CH:16]=2)[C:14]#[N:15])[CH:5]=[CH:4][N:3]=1.[B-](F)(F)(F)[CH:35]=[CH2:36].[K+].CCN(C(C)C)C(C)C, predict the reaction product. The product is: [CH:31]1([C:10]2[C:9]([O:8][C:6]3[CH:5]=[CH:4][N:3]=[C:2]([CH:35]=[CH2:36])[CH:7]=3)=[CH:16][C:13]([C:14]#[N:15])=[C:12]([N:17]3[CH2:22][CH2:21][N:20]([C:23](=[O:27])[CH2:24][CH2:25][OH:26])[C@H:19]([CH:28]4[CH2:30][CH2:29]4)[CH2:18]3)[N:11]=2)[CH2:33][CH2:32]1. (4) Given the reactants Cl.[CH:2]1([CH2:5][O:6][C:7]2[CH:12]=[CH:11][C:10]([CH3:13])=[CH:9][C:8]=2[C:14]2[CH:19]=[CH:18][N:17]=[C:16]3[C:20]([C:24]([NH:26][CH:27]4[CH2:32][CH2:31][NH:30][CH2:29][CH2:28]4)=[O:25])=[C:21]([CH3:23])[NH:22][C:15]=23)[CH2:4][CH2:3]1.[CH3:33][O:34][CH2:35][C:36](Cl)=[O:37], predict the reaction product. The product is: [CH:2]1([CH2:5][O:6][C:7]2[CH:12]=[CH:11][C:10]([CH3:13])=[CH:9][C:8]=2[C:14]2[CH:19]=[CH:18][N:17]=[C:16]3[C:20]([C:24]([NH:26][CH:27]4[CH2:28][CH2:29][N:30]([C:36](=[O:37])[CH2:35][O:34][CH3:33])[CH2:31][CH2:32]4)=[O:25])=[C:21]([CH3:23])[NH:22][C:15]=23)[CH2:4][CH2:3]1. (5) Given the reactants Br[C:2]1[CH:3]=[CH:4][C:5]([C:8](=[O:10])[CH3:9])=[N:6][CH:7]=1.[N+:11]([C:14]1[CH:19]=[CH:18][C:17](B(O)O)=[CH:16][CH:15]=1)([O-:13])=[O:12].C([O-])([O-])=O.[Na+].[Na+], predict the reaction product. The product is: [N+:11]([C:14]1[CH:19]=[CH:18][C:17]([C:2]2[CH:3]=[CH:4][C:5]([C:8](=[O:10])[CH3:9])=[N:6][CH:7]=2)=[CH:16][CH:15]=1)([O-:13])=[O:12]. (6) The product is: [Br:32][C:33]1[CH:34]=[CH:35][C:36]([O:41][C:42]([F:43])([F:44])[F:45])=[C:37]([CH:38]=1)[CH2:39][NH:40][C:27](=[O:28])[NH:1][C:2]1[N:6]([C:7]2[CH:12]=[CH:11][CH:10]=[CH:9][CH:8]=2)[N:5]=[C:4]([C:13]([NH:15][CH3:16])=[O:14])[C:3]=1[CH3:17]. Given the reactants [NH2:1][C:2]1[N:6]([C:7]2[CH:12]=[CH:11][CH:10]=[CH:9][CH:8]=2)[N:5]=[C:4]([C:13]([NH:15][CH3:16])=[O:14])[C:3]=1[CH3:17].C1(C2C=CC([CH2:27][O:28]C)=CC=2CN)CC1.[Br:32][C:33]1[CH:34]=[CH:35][C:36]([O:41][C:42]([F:45])([F:44])[F:43])=[C:37]([CH2:39][NH2:40])[CH:38]=1, predict the reaction product.